From a dataset of Full USPTO retrosynthesis dataset with 1.9M reactions from patents (1976-2016). Predict the reactants needed to synthesize the given product. (1) Given the product [OH:1][C:2]1[C:3]([CH3:33])([CH3:32])[C:4]2[C:9]([C:10](=[O:23])[C:11]=1[C:12]([NH:14][CH2:15][C:16]([OH:18])=[O:17])=[O:13])=[CH:8][CH:7]=[C:6](/[CH:24]=[CH:25]/[C:26]1[CH:27]=[CH:28][CH:29]=[CH:30][CH:31]=1)[CH:5]=2, predict the reactants needed to synthesize it. The reactants are: [OH:1][C:2]1[C:3]([CH3:33])([CH3:32])[C:4]2[C:9]([C:10](=[O:23])[C:11]=1[C:12]([NH:14][CH2:15][C:16]([O:18]C(C)(C)C)=[O:17])=[O:13])=[CH:8][CH:7]=[C:6](/[CH:24]=[CH:25]/[C:26]1[CH:31]=[CH:30][CH:29]=[CH:28][CH:27]=1)[CH:5]=2. (2) The reactants are: Br[C:2]1[CH:7]=[CH:6][C:5]([C:8]([CH3:14])([CH3:13])[CH2:9][CH2:10][CH2:11][CH3:12])=[CH:4][CH:3]=1.C([Li])CCC.CCCCCC.CN(C)[CH:28]=[O:29].[Cl-].[NH4+]. Given the product [CH3:13][C:8]([C:5]1[CH:6]=[CH:7][C:2]([CH:28]=[O:29])=[CH:3][CH:4]=1)([CH3:14])[CH2:9][CH2:10][CH2:11][CH3:12], predict the reactants needed to synthesize it. (3) Given the product [CH2:11]([NH:13][C:2]1[C:7]([N+:8]([O-:10])=[O:9])=[CH:6][CH:5]=[CH:4][N:3]=1)[CH3:12], predict the reactants needed to synthesize it. The reactants are: Cl[C:2]1[C:7]([N+:8]([O-:10])=[O:9])=[CH:6][CH:5]=[CH:4][N:3]=1.[CH2:11]([NH2:13])[CH3:12].O. (4) Given the product [NH2:24][C:25]1[C:26]2[C:33]([C:3]3[CH:4]=[C:5]([O:8][CH2:9][CH:10]4[CH2:14][CH2:13][CH2:12][O:11]4)[CH:6]=[CH:7][C:2]=3[F:1])=[CH:32][N:31]([C@H:35]3[CH2:40][CH2:39][C@H:38]([OH:41])[CH2:37][CH2:36]3)[C:27]=2[N:28]=[CH:29][N:30]=1, predict the reactants needed to synthesize it. The reactants are: [F:1][C:2]1[CH:7]=[CH:6][C:5]([O:8][CH2:9][CH:10]2[CH2:14][CH2:13][CH2:12][O:11]2)=[CH:4][C:3]=1B1OC(C)(C)C(C)(C)O1.[NH2:24][C:25]1[C:26]2[C:33](I)=[CH:32][N:31]([C@H:35]3[CH2:40][CH2:39][C@H:38]([OH:41])[CH2:37][CH2:36]3)[C:27]=2[N:28]=[CH:29][N:30]=1.C([O-])([O-])=O.[Na+].[Na+]. (5) Given the product [C:6]1([CH3:23])[CH:11]=[CH:10][C:9]([O:12][C:13]2[S:17][C:16]([CH2:18][C:19]3[CH:25]=[C:24]([C:26]4[C:27]([NH2:32])=[N:28][CH:29]=[CH:30][CH:31]=4)[O:21][N:20]=3)=[CH:15][CH:14]=2)=[CH:8][CH:7]=1, predict the reactants needed to synthesize it. The reactants are: O1CCCC1.[C:6]1([CH3:23])[CH:11]=[CH:10][C:9]([O:12][C:13]2[S:17][C:16]([CH2:18][C:19](Cl)=[N:20][OH:21])=[CH:15][CH:14]=2)=[CH:8][CH:7]=1.[C:24]([C:26]1[C:27]([NH2:32])=[N:28][CH:29]=[CH:30][CH:31]=1)#[CH:25].C(N(CC)CC)C. (6) Given the product [F:1][C:2]1[CH:15]=[C:14]([N+:16]([O-:18])=[O:17])[CH:13]=[CH:12][C:3]=1[O:4][C:5]1[N:10]=[CH:9][N:8]=[C:7]([NH:11][C:33]([N:28]2[CH2:32][CH2:31][CH2:30][CH2:29]2)=[O:34])[CH:6]=1, predict the reactants needed to synthesize it. The reactants are: [F:1][C:2]1[CH:15]=[C:14]([N+:16]([O-:18])=[O:17])[CH:13]=[CH:12][C:3]=1[O:4][C:5]1[N:10]=[CH:9][N:8]=[C:7]([NH2:11])[CH:6]=1.C(N(CC)C(C)C)(C)C.[N:28]1([C:33](Cl)=[O:34])[CH2:32][CH2:31][CH2:30][CH2:29]1. (7) Given the product [NH2:1][C:2]1[C:7]([F:8])=[CH:6][N:5]([C:14](=[O:15])[C:13]2[CH:12]=[C:11]([F:10])[CH:19]=[C:18]([F:20])[CH:17]=2)[C:4](=[O:9])[N:3]=1, predict the reactants needed to synthesize it. The reactants are: [NH2:1][C:2]1[C:7]([F:8])=[CH:6][N:5]=[C:4]([OH:9])[N:3]=1.[F:10][C:11]1[CH:12]=[C:13]([CH:17]=[C:18]([F:20])[CH:19]=1)[C:14](Cl)=[O:15].